Task: Predict which catalyst facilitates the given reaction.. Dataset: Catalyst prediction with 721,799 reactions and 888 catalyst types from USPTO Reactant: [Br:1][C:2]1[C:3](=[O:19])[NH:4][C:5](C)=[CH:6][C:7]=1[O:8][CH2:9][C:10]1[CH:15]=[CH:14][C:13](F)=[CH:12][C:11]=1F.Br[CH2:21][C:22]1[CH:27]=[CH:26][C:25]([CH2:28][C:29]([OH:31])=[O:30])=[CH:24][CH:23]=1.C([O-])([O-])=O.[K+].[K+]. Product: [CH2:9]([O:8][C:7]1[CH:6]=[CH:5][N:4]([CH2:21][C:22]2[CH:23]=[CH:24][C:25]([CH2:28][C:29]([OH:31])=[O:30])=[CH:26][CH:27]=2)[C:3](=[O:19])[C:2]=1[Br:1])[C:10]1[CH:11]=[CH:12][CH:13]=[CH:14][CH:15]=1. The catalyst class is: 9.